Predict which catalyst facilitates the given reaction. From a dataset of Catalyst prediction with 721,799 reactions and 888 catalyst types from USPTO. (1) Reactant: [NH2:1][C@H:2]([C:4]1([C:15]2[CH:20]=[CH:19][CH:18]=[CH:17][N:16]=2)[CH2:7][N:6]([C:8]([O:10][C:11]([CH3:14])([CH3:13])[CH3:12])=[O:9])[CH2:5]1)[CH3:3].[Cl:21][C:22]1[CH:30]=[C:29]([Cl:31])[CH:28]=[CH:27][C:23]=1[C:24](O)=[O:25].C1C=CC2N(O)N=NC=2C=1. Product: [Cl:21][C:22]1[CH:30]=[C:29]([Cl:31])[CH:28]=[CH:27][C:23]=1[C:24]([NH:1][C@H:2]([C:4]1([C:15]2[CH:20]=[CH:19][CH:18]=[CH:17][N:16]=2)[CH2:5][N:6]([C:8]([O:10][C:11]([CH3:14])([CH3:13])[CH3:12])=[O:9])[CH2:7]1)[CH3:3])=[O:25]. The catalyst class is: 2. (2) Reactant: Cl[C:2]1[N:3]=[C:4]([N:22]2[CH2:27][CH2:26][O:25][CH2:24][C@@H:23]2[CH3:28])[C:5]2[CH2:11][CH2:10][N:9]([C:12]([O:14][C:15]([CH3:18])([CH3:17])[CH3:16])=[O:13])[CH:8]([CH2:19][C:20]#[N:21])[C:6]=2[N:7]=1.B(O)O.[C:32]([O-:35])(=O)C.[K+].[C:37](#[N:39])[CH3:38]. Product: [C:20]([CH2:19][C@@H:8]1[C:6]2[N:7]=[C:2]([C:8]3[CH:19]=[CH:20][C:37]([NH:39][C:32]([NH:3][CH2:4][CH3:5])=[O:35])=[CH:38][CH:6]=3)[N:3]=[C:4]([N:22]3[CH2:27][CH2:26][O:25][CH2:24][C@@H:23]3[CH3:28])[C:5]=2[CH2:11][CH2:10][N:9]1[C:12]([O:14][C:15]([CH3:18])([CH3:17])[CH3:16])=[O:13])#[N:21]. The catalyst class is: 257. (3) Reactant: [C:1]([C@@H:4]([NH:8][C:9](=[O:20])[CH2:10][C:11]1[CH:16]=[C:15]([I:17])[CH:14]=[CH:13][C:12]=1[O:18][CH3:19])[CH:5]([CH3:7])[CH3:6])(=[O:3])C.C(O)(C(F)(F)F)=[O:22]. Product: [I:17][C:15]1[CH:14]=[CH:13][C:12]([O:18][CH3:19])=[C:11]([CH2:10][C:9]([NH:8][C@H:4]([C:1]([OH:3])=[O:22])[CH:5]([CH3:7])[CH3:6])=[O:20])[CH:16]=1. The catalyst class is: 2. (4) Reactant: [CH:1]1([C:4]2[N:5]=[C:6]3[CH:11]=[CH:10][C:9]([N+:12]([O-])=O)=[CH:8][N:7]3[C:15]=2[CH3:16])[CH2:3][CH2:2]1.[F:17][C:18]([F:35])([F:34])[C:19]1[CH:24]=[CH:23][C:22]([C:25]2[CH:30]=[CH:29][C:28]([C:31](O)=[O:32])=[CH:27][CH:26]=2)=[CH:21][CH:20]=1.[ClH:36].C(OCC)(=O)C. Product: [ClH:36].[CH:1]1([C:4]2[N:5]=[C:6]3[CH:11]=[CH:10][C:9]([NH:12][C:31]([C:28]4[CH:27]=[CH:26][C:25]([C:22]5[CH:23]=[CH:24][C:19]([C:18]([F:17])([F:34])[F:35])=[CH:20][CH:21]=5)=[CH:30][CH:29]=4)=[O:32])=[CH:8][N:7]3[C:15]=2[CH3:16])[CH2:3][CH2:2]1. The catalyst class is: 13. (5) Reactant: [CH2:1]([O:3][C:4]1[CH:5]=[C:6]2[C:15](=[CH:16][C:17]=1[O:18][CH3:19])[C:14]([C:20]1[CH:28]=[CH:27][C:23]([C:24]([OH:26])=O)=[CH:22][CH:21]=1)=[N:13][C@H:12]1[C@@H:7]2[CH2:8][O:9][CH2:10][CH2:11]1)[CH3:2].C(N([CH2:34][CH3:35])CC)C.F[P-](F)(F)(F)(F)F.[N:43]1(OC(N(C)C)=[N+](C)C)[C:47]2[CH:48]=CC=C[C:46]=2N=N1.N1CCOC[CH2:61]1. Product: [CH2:1]([O:3][C:4]1[CH:5]=[C:6]2[C:15](=[CH:16][C:17]=1[O:18][CH3:19])[C:14]([C:20]1[CH:28]=[CH:27][C:23]([C:24]([N:43]([CH:47]([CH3:46])[CH3:48])[CH:34]([CH3:35])[CH3:61])=[O:26])=[CH:22][CH:21]=1)=[N:13][C@H:12]1[C@@H:7]2[CH2:8][O:9][CH2:10][CH2:11]1)[CH3:2]. The catalyst class is: 4. (6) Reactant: [CH2:1]([NH:3][CH2:4][CH3:5])[CH3:2].[Cl:6][C:7]1[CH:34]=[CH:33][C:32]([N:35]2[CH:39]=[CH:38][CH:37]=[N:36]2)=[CH:31][C:8]=1[C:9]([NH:11][C:12](=[O:30])[NH:13][C:14]1[S:15][C:16]2[CH:22]=[C:21]([S:23]([CH2:26][CH2:27][CH2:28]I)(=[O:25])=[O:24])[CH:20]=[CH:19][C:17]=2[N:18]=1)=[O:10]. Product: [Cl:6][C:7]1[CH:34]=[CH:33][C:32]([N:35]2[CH:39]=[CH:38][CH:37]=[N:36]2)=[CH:31][C:8]=1[C:9]([NH:11][C:12](=[O:30])[NH:13][C:14]1[S:15][C:16]2[CH:22]=[C:21]([S:23]([CH2:26][CH2:27][CH2:28][N:3]([CH2:4][CH3:5])[CH2:1][CH3:2])(=[O:25])=[O:24])[CH:20]=[CH:19][C:17]=2[N:18]=1)=[O:10]. The catalyst class is: 1. (7) Reactant: C(OC(=O)[NH:7][C@H:8]1[CH2:13][CH2:12][C@@H:11]([C:14](=[O:26])[NH:15][CH2:16][C:17]2[CH:22]=[CH:21][CH:20]=[C:19]([N+:23]([O-:25])=[O:24])[CH:18]=2)[CH2:10][CH2:9]1)(C)(C)C.[ClH:28].C([O:31]CC)C. Product: [ClH:28].[N+:23]([C:19]1[CH:18]=[C:17]([CH:22]=[CH:21][CH:20]=1)[C:16]([NH2:15])=[O:31])([O-:25])=[O:24].[NH2:7][C@@H:8]1[CH2:9][CH2:10][C@H:11]([C:14]([OH:26])=[O:31])[CH2:12][CH2:13]1. The catalyst class is: 137. (8) Reactant: [Br:1][C:2]1[CH:3]=[C:4]2[C:9](=[CH:10][CH:11]=1)[C:8](Cl)=[N:7][N:6]=[CH:5]2.[CH3:13][S:14]([N:17]1[CH2:22][CH2:21][NH:20][CH2:19][CH2:18]1)(=[O:16])=[O:15]. Product: [Br:1][C:2]1[CH:3]=[C:4]2[C:9](=[CH:10][CH:11]=1)[C:8]([N:20]1[CH2:21][CH2:22][N:17]([S:14]([CH3:13])(=[O:16])=[O:15])[CH2:18][CH2:19]1)=[N:7][N:6]=[CH:5]2. The catalyst class is: 98.